From a dataset of Full USPTO retrosynthesis dataset with 1.9M reactions from patents (1976-2016). Predict the reactants needed to synthesize the given product. (1) The reactants are: [CH3:1][C:2]1[S:3][C:4]([C:8]2[C:9](=[O:34])[NH:10][C:11](=[O:33])[N:12]([CH2:14][CH2:15][CH2:16][N:17]3[CH2:22][C@H:21]4[C@:19]([C:23]5[CH:28]=[CH:27][C:26]([C:29]([F:32])([F:31])[F:30])=[CH:25][CH:24]=5)([CH2:20]4)[CH2:18]3)[N:13]=2)=[C:5]([CH3:7])[N:6]=1.[ClH:35].CO. Given the product [ClH:35].[ClH:35].[CH3:1][C:2]1[S:3][C:4]([C:8]2[C:9](=[O:34])[NH:10][C:11](=[O:33])[N:12]([CH2:14][CH2:15][CH2:16][N:17]3[CH2:22][C@H:21]4[C@:19]([C:23]5[CH:28]=[CH:27][C:26]([C:29]([F:30])([F:32])[F:31])=[CH:25][CH:24]=5)([CH2:20]4)[CH2:18]3)[N:13]=2)=[C:5]([CH3:7])[N:6]=1, predict the reactants needed to synthesize it. (2) The reactants are: [N:1]([C:4]1[CH:5]=[C:6]2[C:10](=[CH:11][CH:12]=1)[NH:9][N:8]=[CH:7]2)=[N+:2]=[N-:3].[F:13][C:14]([F:36])([F:35])[C:15]1[N:20]=[CH:19][C:18]([CH2:21][C@H:22]([NH:27][C:28](=[O:34])[O:29][C:30]([CH3:33])([CH3:32])[CH3:31])[CH2:23][CH2:24][C:25]#[CH:26])=[CH:17][CH:16]=1.O=C1O[C@H]([C@H](CO)O)C([O-])=C1O.[Na+]. Given the product [NH:9]1[C:10]2[C:6](=[CH:5][C:4]([N:1]3[CH:26]=[C:25]([CH2:24][CH2:23][C@@H:22]([NH:27][C:28](=[O:34])[O:29][C:30]([CH3:32])([CH3:31])[CH3:33])[CH2:21][C:18]4[CH:19]=[N:20][C:15]([C:14]([F:13])([F:36])[F:35])=[CH:16][CH:17]=4)[N:3]=[N:2]3)=[CH:12][CH:11]=2)[CH:7]=[N:8]1, predict the reactants needed to synthesize it. (3) Given the product [NH:11]1[CH2:15][CH2:14][C@@H:13]([NH:16][C:17]2[C:22]([C:23]3[N:24]=[C:25]4[CH:31]=[CH:30][N:29]([CH2:32][O:33][CH2:34][CH2:35][Si:36]([CH3:39])([CH3:38])[CH3:37])[C:26]4=[N:27][CH:28]=3)=[CH:21][CH:20]=[CH:19][N:18]=2)[CH2:12]1, predict the reactants needed to synthesize it. The reactants are: C(OC([N:11]1[CH2:15][CH2:14][C@@H:13]([NH:16][C:17]2[C:22]([C:23]3[N:24]=[C:25]4[CH:31]=[CH:30][N:29]([CH2:32][O:33][CH2:34][CH2:35][Si:36]([CH3:39])([CH3:38])[CH3:37])[C:26]4=[N:27][CH:28]=3)=[CH:21][CH:20]=[CH:19][N:18]=2)[CH2:12]1)=O)C1C=CC=CC=1. (4) Given the product [C:1]([C:3]1[CH:4]=[C:5]([C:11]2[O:15][N:14]=[C:13]([C:16]3[CH:24]=[CH:23][C:22]4[N:21]5[CH2:25][CH2:26][CH:27]([CH2:28][C:29]([OH:31])=[O:30])[C:20]5=[CH:19][C:18]=4[CH:17]=3)[N:12]=2)[CH:6]=[CH:7][C:8]=1[O:9][CH3:10])#[N:2], predict the reactants needed to synthesize it. The reactants are: [C:1]([C:3]1[CH:4]=[C:5]([C:11]2[O:15][N:14]=[C:13]([C:16]3[CH:24]=[CH:23][C:22]4[N:21]5[CH2:25][CH2:26][CH:27]([CH2:28][C:29]([O:31]C(C)(C)C)=[O:30])[C:20]5=[CH:19][C:18]=4[CH:17]=3)[N:12]=2)[CH:6]=[CH:7][C:8]=1[O:9][CH3:10])#[N:2].C([SiH](C(C)C)C(C)C)(C)C.C(O)(C(F)(F)F)=O. (5) Given the product [F:16][CH:2]([F:1])[O:3][C:4]1[CH:5]=[CH:6][C:7]([C:10]2[CH:11]=[C:12]([NH:15][C:26](=[O:27])[CH2:25][CH2:24][CH2:23][N:19]3[CH2:20][CH2:21][CH2:22][C@@H:18]3[CH3:17])[NH:13][N:14]=2)=[CH:8][CH:9]=1, predict the reactants needed to synthesize it. The reactants are: [F:1][CH:2]([F:16])[O:3][C:4]1[CH:9]=[CH:8][C:7]([C:10]2[CH:11]=[C:12]([NH2:15])[NH:13][N:14]=2)=[CH:6][CH:5]=1.[CH3:17][C@H:18]1[CH2:22][CH2:21][CH2:20][N:19]1[CH2:23][CH2:24][CH2:25][C:26](O)=[O:27]. (6) Given the product [NH2:16][C@H:17]1[CH2:21][CH2:20][N:19]([C:5]2[N:10]=[CH:9][C:8]([C:11]([O:13][CH2:14][CH3:15])=[O:12])=[CH:7][N:6]=2)[CH2:18]1, predict the reactants needed to synthesize it. The reactants are: CS([C:5]1[N:10]=[CH:9][C:8]([C:11]([O:13][CH2:14][CH3:15])=[O:12])=[CH:7][N:6]=1)(=O)=O.[NH2:16][C@H:17]1[CH2:21][CH2:20][NH:19][CH2:18]1. (7) Given the product [F:25][C:26]1[CH:31]=[CH:30][C:29]([N:10]2[C:9](=[O:24])[C:8]([C:5]3[CH:6]=[CH:7][C:2]([Cl:1])=[CH:3][CH:4]=3)=[C:13]([C:14]3[CH:19]=[CH:18][C:17]([S:20]([CH3:23])(=[O:22])=[O:21])=[CH:16][CH:15]=3)[CH:12]=[N:11]2)=[CH:28][CH:27]=1, predict the reactants needed to synthesize it. The reactants are: [Cl:1][C:2]1[CH:7]=[CH:6][C:5]([C:8]2[C:9](=[O:24])[NH:10][N:11]=[CH:12][C:13]=2[C:14]2[CH:19]=[CH:18][C:17]([S:20]([CH3:23])(=[O:22])=[O:21])=[CH:16][CH:15]=2)=[CH:4][CH:3]=1.[F:25][C:26]1[CH:31]=[CH:30][C:29](I)=[CH:28][CH:27]=1.N.